Dataset: Full USPTO retrosynthesis dataset with 1.9M reactions from patents (1976-2016). Task: Predict the reactants needed to synthesize the given product. (1) The reactants are: [NH2:1][C:2]1([C:8]([OH:10])=[O:9])[CH2:7][CH2:6][O:5][CH2:4][CH2:3]1.Cl.[CH3:12]O. Given the product [NH2:1][C:2]1([C:8]([O:10][CH3:12])=[O:9])[CH2:7][CH2:6][O:5][CH2:4][CH2:3]1, predict the reactants needed to synthesize it. (2) The reactants are: [CH:1]1([CH2:7][OH:8])[CH2:6][CH2:5][CH2:4][CH2:3][CH2:2]1.[H-].[Na+].Cl[C:12]1[CH:17]=[CH:16][N+:15]([O-])=[CH:14][CH:13]=1.CN(C=[O:23])C. Given the product [CH:1]1([CH2:7][O:8][C:12]2[CH:17]=[CH:16][NH:15][C:14](=[O:23])[CH:13]=2)[CH2:6][CH2:5][CH2:4][CH2:3][CH2:2]1, predict the reactants needed to synthesize it. (3) Given the product [CH:9]1([C:13](/[C:14](=[CH:3]/[N:4]([CH3:5])[CH3:6])/[C:15]([O:17][CH3:18])=[O:16])=[O:19])[CH2:10][CH2:11][CH2:12]1, predict the reactants needed to synthesize it. The reactants are: CO[CH:3](OC)[N:4]([CH3:6])[CH3:5].[CH:9]1([C:13](=[O:19])[CH2:14][C:15]([O:17][CH3:18])=[O:16])[CH2:12][CH2:11][CH2:10]1. (4) Given the product [Br:1][C:2]1[CH:3]=[N:4][N:5]([CH3:16])[C:6]=1[NH:7][C:8]([N:31]1[CH2:32][CH2:33][N:28]([C:26]2[S:25][N:24]=[C:23]([C:17]3[CH:22]=[CH:21][CH:20]=[CH:19][CH:18]=3)[N:27]=2)[CH2:29][CH2:30]1)=[O:15], predict the reactants needed to synthesize it. The reactants are: [Br:1][C:2]1[CH:3]=[N:4][N:5]([CH3:16])[C:6]=1[NH:7][C:8](=[O:15])OCC(Cl)(Cl)Cl.[C:17]1([C:23]2[N:27]=[C:26]([N:28]3[CH2:33][CH2:32][NH:31][CH2:30][CH2:29]3)[S:25][N:24]=2)[CH:22]=[CH:21][CH:20]=[CH:19][CH:18]=1.C(N(C(C)C)CC)(C)C.O.